Dataset: Catalyst prediction with 721,799 reactions and 888 catalyst types from USPTO. Task: Predict which catalyst facilitates the given reaction. Reactant: [CH2:1](Br)[C:2]1[CH:7]=[CH:6][CH:5]=[CH:4][CH:3]=1.[C:9]([O:13][C:14]([NH:16][CH2:17][CH2:18][N:19]1[C:23]([C:24]([O:26][CH2:27][CH3:28])=[O:25])=[CH:22][C:21]([OH:29])=[N:20]1)=[O:15])([CH3:12])([CH3:11])[CH3:10].C([O-])([O-])=O.[Cs+].[Cs+]. Product: [CH2:1]([O:29][C:21]1[CH:22]=[C:23]([C:24]([O:26][CH2:27][CH3:28])=[O:25])[N:19]([CH2:18][CH2:17][NH:16][C:14]([O:13][C:9]([CH3:10])([CH3:12])[CH3:11])=[O:15])[N:20]=1)[C:2]1[CH:7]=[CH:6][CH:5]=[CH:4][CH:3]=1. The catalyst class is: 10.